This data is from Forward reaction prediction with 1.9M reactions from USPTO patents (1976-2016). The task is: Predict the product of the given reaction. (1) The product is: [O:32]=[C:30]1[NH:29][C:28]2[CH:33]=[C:24]([NH:23][C:2]3[N:7]=[CH:6][N:5]=[C:4]([C:8]4[CH:9]=[CH:10][C:11]([O:16][CH:17]5[CH2:22][CH2:21][O:20][CH2:19][CH2:18]5)=[C:12]([CH:15]=4)[C:13]#[N:14])[N:3]=3)[CH:25]=[CH:26][C:27]=2[O:31]1. Given the reactants Cl[C:2]1[N:7]=[CH:6][N:5]=[C:4]([C:8]2[CH:9]=[CH:10][C:11]([O:16][CH:17]3[CH2:22][CH2:21][O:20][CH2:19][CH2:18]3)=[C:12]([CH:15]=2)[C:13]#[N:14])[N:3]=1.[NH2:23][C:24]1[CH:25]=[CH:26][C:27]2[O:31][C:30](=[O:32])[NH:29][C:28]=2[CH:33]=1.C(N(CC)C(C)C)(C)C, predict the reaction product. (2) Given the reactants C([O-])(O)=O.[Na+].S(O)(O)(=O)=O.[NH2:11][CH2:12][C:13]#[N:14].[CH2:15]([O:22][C:23](Cl)=[O:24])[C:16]1[CH:21]=[CH:20][CH:19]=[CH:18][CH:17]=1, predict the reaction product. The product is: [C:13]([CH2:12][NH:11][C:23](=[O:24])[O:22][CH2:15][C:16]1[CH:21]=[CH:20][CH:19]=[CH:18][CH:17]=1)#[N:14]. (3) Given the reactants [CH3:1][O:2][C:3]([CH2:5][CH2:6][CH2:7][CH2:8][CH:9]=O)=[O:4].[C:11]1([NH:17]N)[CH:16]=[CH:15][CH:14]=[CH:13][CH:12]=1, predict the reaction product. The product is: [CH3:1][O:2][C:3]([CH2:5][CH2:6][CH2:7][C:8]1[C:16]2[C:11](=[CH:12][CH:13]=[CH:14][CH:15]=2)[NH:17][CH:9]=1)=[O:4]. (4) Given the reactants [S:1]1[C:5]2[CH:6]=[CH:7][CH:8]=[CH:9][C:4]=2[N:3]=[C:2]1[C:10]1[C:14]([NH2:15])=[CH:13][NH:12][N:11]=1.[C:16](Cl)(=[O:21])[C:17]([CH3:20])([CH3:19])[CH3:18].N1C2C=CC=CC=2N=C1C1C(NC(=O)C(C)C)=CNN=1, predict the reaction product. The product is: [S:1]1[C:5]2[CH:6]=[CH:7][CH:8]=[CH:9][C:4]=2[N:3]=[C:2]1[C:10]1[C:14]([NH:15][C:16](=[O:21])[C:17]([CH3:20])([CH3:19])[CH3:18])=[CH:13][NH:12][N:11]=1. (5) Given the reactants [F:1][C:2]1[CH:7]=[CH:6][CH:5]=[C:4]([F:8])[C:3]=1[N:9]1[C:14]2[N:15]=[C:16]([O:27][CH2:28][CH2:29][NH2:30])[N:17]=[C:18]([C:19]3[CH:24]=[CH:23][C:22]([F:25])=[CH:21][C:20]=3[CH3:26])[C:13]=2[CH:12]=[CH:11][C:10]1=[O:31].C(N(CC)CC)C.[CH3:39][S:40](Cl)(=[O:42])=[O:41], predict the reaction product. The product is: [F:1][C:2]1[CH:7]=[CH:6][CH:5]=[C:4]([F:8])[C:3]=1[N:9]1[C:14]2[N:15]=[C:16]([O:27][CH2:28][CH:29]([NH2:30])[S:40]([CH3:39])(=[O:42])=[O:41])[N:17]=[C:18]([C:19]3[CH:24]=[CH:23][C:22]([F:25])=[CH:21][C:20]=3[CH3:26])[C:13]=2[CH:12]=[CH:11][C:10]1=[O:31].